Dataset: Catalyst prediction with 721,799 reactions and 888 catalyst types from USPTO. Task: Predict which catalyst facilitates the given reaction. (1) Reactant: [OH:1][CH2:2][C:3]1[CH:4]=[C:5]([C:13]([NH:15][NH2:16])=[O:14])[CH:6]=[C:7]([CH:12]=1)[C:8]([NH:10][NH2:11])=[O:9].C(N[CH:21]([CH3:23])[CH3:22])(C)C.[C:24](Cl)([C:37]1[CH:42]=[CH:41][CH:40]=[CH:39][CH:38]=1)([C:31]1[CH:36]=[CH:35][CH:34]=[CH:33][CH:32]=1)[C:25]1[CH:30]=[CH:29][CH:28]=[CH:27][CH:26]=1. Product: [C:24]([NH:11][NH:10][C:8](=[O:9])[C:7]1[CH:12]=[C:3]([CH2:2][OH:1])[CH:4]=[C:5]([C:13]([NH:15][NH:16][C:24]([C:22]2[CH:21]=[CH:23][CH:42]=[CH:37][CH:38]=2)([C:25]2[CH:30]=[CH:29][CH:28]=[CH:27][CH:26]=2)[C:31]2[CH:36]=[CH:35][CH:34]=[CH:33][CH:32]=2)=[O:14])[CH:6]=1)([C:37]1[CH:42]=[CH:41][CH:40]=[CH:39][CH:38]=1)([C:31]1[CH:36]=[CH:35][CH:34]=[CH:33][CH:32]=1)[C:25]1[CH:30]=[CH:29][CH:28]=[CH:27][CH:26]=1. The catalyst class is: 3. (2) The catalyst class is: 13. Product: [ClH:3].[ClH:48].[CH:7]([CH:20]1[CH2:25][N:24]([CH2:26][C:27]2[CH:32]=[C:31]([N:33]3[C:37]([C:38]([F:40])([F:39])[F:41])=[N:36][N:35]=[N:34]3)[CH:30]=[CH:29][C:28]=2[O:42][CH3:43])[CH2:23][CH2:22][N:21]1[CH2:44][C:45]([O:47][CH3:5])=[O:46])([C:8]1[CH:13]=[CH:12][CH:11]=[CH:10][CH:9]=1)[C:14]1[CH:19]=[CH:18][CH:17]=[CH:16][CH:15]=1. Reactant: S(Cl)([Cl:3])=O.[CH3:5]O.[CH:7]([CH:20]1[CH2:25][N:24]([CH2:26][C:27]2[CH:32]=[C:31]([N:33]3[C:37]([C:38]([F:41])([F:40])[F:39])=[N:36][N:35]=[N:34]3)[CH:30]=[CH:29][C:28]=2[O:42][CH3:43])[CH2:23][CH2:22][N:21]1[CH2:44][C:45]([OH:47])=[O:46])([C:14]1[CH:19]=[CH:18][CH:17]=[CH:16][CH:15]=1)[C:8]1[CH:13]=[CH:12][CH:11]=[CH:10][CH:9]=1.[ClH:48]. (3) Reactant: Cl[C:2]1[N:10]=[C:9]2[C:5]([N:6]=[C:7]([CH2:12][N:13]3[CH2:18][CH2:17][CH:16]([C:19]([OH:22])([CH3:21])[CH3:20])[CH2:15][CH2:14]3)[N:8]2[CH3:11])=[C:4]([N:23]2[CH2:28][CH2:27][O:26][CH2:25][C@H:24]2[CH3:29])[N:3]=1.[CH2:30]([C:32]1[NH:33][C:34]2[CH:40]=[CH:39][CH:38]=[CH:37][C:35]=2[N:36]=1)[CH3:31].CC(C1C=C(C(C)C)C(C2C=CC=CC=2P(C2CCCCC2)C2CCCCC2)=C(C(C)C)C=1)C.C([O-])([O-])=O.[Cs+].[Cs+]. The catalyst class is: 62. Product: [CH2:30]([C:32]1[N:33]([C:2]2[N:10]=[C:9]3[C:5]([N:6]=[C:7]([CH2:12][N:13]4[CH2:18][CH2:17][CH:16]([C:19]([OH:22])([CH3:21])[CH3:20])[CH2:15][CH2:14]4)[N:8]3[CH3:11])=[C:4]([N:23]3[CH2:28][CH2:27][O:26][CH2:25][C@H:24]3[CH3:29])[N:3]=2)[C:34]2[CH:40]=[CH:39][CH:38]=[CH:37][C:35]=2[N:36]=1)[CH3:31]. (4) The catalyst class is: 2. Reactant: CC([S@@]([N:7]1[CH2:11][CH2:10][CH2:9][C@@H:8]1[C:12]1[CH:17]=[CH:16][C:15]([Br:18])=[CH:14][CH:13]=1)=O)(C)C.Cl. Product: [Br:18][C:15]1[CH:14]=[CH:13][C:12]([C@H:8]2[CH2:9][CH2:10][CH2:11][NH:7]2)=[CH:17][CH:16]=1. (5) Reactant: [CH2:1]([C:3]1[CH:8]=[CH:7][C:6]([OH:9])=[C:5]([N+:10]([O-])=O)[CH:4]=1)[CH3:2].S([O-])([O-])(=O)=S.[Na+].[Na+]. Product: [NH2:10][C:5]1[CH:4]=[C:3]([CH2:1][CH3:2])[CH:8]=[CH:7][C:6]=1[OH:9]. The catalyst class is: 40. (6) Reactant: [CH2:1]([N:5]1[C:9]2[C:10](=[O:26])[N:11]([CH2:15][C:16]3[CH:25]=[CH:24][C:23]4[C:18](=[CH:19][CH:20]=[CH:21][CH:22]=4)[N:17]=3)[NH:12][C:13](=[O:14])[C:8]=2[N:7]=[C:6]1[Cl:27])[C:2]#[C:3][CH3:4].C(=O)([O-])[O-].[K+].[K+].Br[CH2:35][C:36]#[N:37].[Cl-].[Na+]. Product: [CH2:1]([N:5]1[C:9]2[C:10](=[O:26])[N:11]([CH2:15][C:16]3[CH:25]=[CH:24][C:23]4[C:18](=[CH:19][CH:20]=[CH:21][CH:22]=4)[N:17]=3)[N:12]([CH2:35][C:36]#[N:37])[C:13](=[O:14])[C:8]=2[N:7]=[C:6]1[Cl:27])[C:2]#[C:3][CH3:4]. The catalyst class is: 9. (7) Reactant: [Br:1][C:2]1[C:7]([CH:8]=[O:9])=[C:6]([OH:10])[C:5]([O:11][CH3:12])=[CH:4][CH:3]=1.B.[Na].Cl. Product: [Br:1][C:2]1[C:7]([CH2:8][OH:9])=[C:6]([OH:10])[C:5]([O:11][CH3:12])=[CH:4][CH:3]=1. The catalyst class is: 5.